Dataset: Reaction yield outcomes from USPTO patents with 853,638 reactions. Task: Predict the reaction yield, written as a fraction of the theoretical maximum amount of product (1.0 means a 100% yield; for example, 0.34 means a 34% yield). (1) The reactants are [I-].[Li+].C([O:5][C:6](=[O:33])[C:7]1[C:12]([CH3:13])=[CH:11][C:10]([CH2:14][N:15]2[C:23]3[C:18](=[CH:19][C:20]([Cl:24])=[CH:21][CH:22]=3)[C:17]([CH3:25])=[C:16]2[C:26]2[CH:27]=[N:28][CH:29]=[CH:30][CH:31]=2)=[CH:9][C:8]=1[CH3:32])C.Cl. The catalyst is N1C(C)=CC=CC=1C. The product is [NH4+:15].[OH-:5].[CH3:13][C:12]1[CH:11]=[C:10]([CH2:14][N:15]2[C:23]3[C:18](=[CH:19][C:20]([Cl:24])=[CH:21][CH:22]=3)[C:17]([CH3:25])=[C:16]2[C:26]2[CH:27]=[N:28][CH:29]=[CH:30][CH:31]=2)[CH:9]=[C:8]([CH3:32])[C:7]=1[C:6]([OH:33])=[O:5]. The yield is 0.00100. (2) The reactants are Br[C:2]1[S:6][C:5]([NH:7][C:8]([NH:10][C:11]2[CH:16]=[CH:15][C:14]([CH3:17])=[CH:13][C:12]=2[C:18]([CH:20]2[CH2:24][CH2:23][CH2:22][CH2:21]2)=[O:19])=[O:9])=[N:4][CH:3]=1.[CH3:25][N:26]1[CH:30]=[N:29][N:28]=[C:27]1[SH:31]. No catalyst specified. The product is [CH:20]1([C:18]([C:12]2[CH:13]=[C:14]([CH3:17])[CH:15]=[CH:16][C:11]=2[NH:10][C:8]([NH:7][C:5]2[S:6][C:2]([S:31][C:27]3[N:26]([CH3:25])[CH:30]=[N:29][N:28]=3)=[CH:3][N:4]=2)=[O:9])=[O:19])[CH2:24][CH2:23][CH2:22][CH2:21]1. The yield is 0.250.